This data is from Catalyst prediction with 721,799 reactions and 888 catalyst types from USPTO. The task is: Predict which catalyst facilitates the given reaction. (1) Reactant: [OH:1][C:2]1[C:11]2[C:6](=[N:7][CH:8]=[CH:9][CH:10]=2)[N:5]([C:12]2[CH:17]=[CH:16][CH:15]=[CH:14][CH:13]=2)[C:4](=[O:18])[CH:3]=1.[H-].[Na+].[H][H].[CH3:23][O:24][CH2:25][C:26](Cl)=[O:27].Cl. Product: [CH3:23][O:24][CH2:25][C:26]([O:1][C:2]1[C:11]2[C:6](=[N:7][CH:8]=[CH:9][CH:10]=2)[N:5]([C:12]2[CH:13]=[CH:14][CH:15]=[CH:16][CH:17]=2)[C:4](=[O:18])[CH:3]=1)=[O:27]. The catalyst class is: 18. (2) Reactant: CCN(C(C)C)C(C)C.[C:18](O[C:18]([O:20][C:21]([CH3:24])([CH3:23])[CH3:22])=[O:19])([O:20][C:21]([CH3:24])([CH3:23])[CH3:22])=[O:19].[NH2:25][CH:26]([CH2:38][CH3:39])[CH:27]([C:29]1[O:30][C:31]2[CH:37]=[CH:36][CH:35]=[CH:34][C:32]=2[N:33]=1)[OH:28].C(OC(=O)N)(C)(C)C. Product: [C:21]([O:20][C:18](=[O:19])[NH:25][CH:26]([CH:27]([C:29]1[O:30][C:31]2[CH:37]=[CH:36][CH:35]=[CH:34][C:32]=2[N:33]=1)[OH:28])[CH2:38][CH3:39])([CH3:22])([CH3:23])[CH3:24]. The catalyst class is: 2.